This data is from Forward reaction prediction with 1.9M reactions from USPTO patents (1976-2016). The task is: Predict the product of the given reaction. Given the reactants [CH2:1]([O:8][C:9]([NH:11][CH2:12][C:13]([O:15][CH:16]([C:22](=O)[CH3:23])[C:17]([O:19][CH2:20][CH3:21])=[O:18])=O)=[O:10])[C:2]1[CH:7]=[CH:6][CH:5]=[CH:4][CH:3]=1.C([O-])(=O)C.[NH4+:29].O, predict the reaction product. The product is: [CH2:1]([O:8][C:9]([NH:11][CH2:12][C:13]1[O:15][C:16]([C:17]([O:19][CH2:20][CH3:21])=[O:18])=[C:22]([CH3:23])[N:29]=1)=[O:10])[C:2]1[CH:7]=[CH:6][CH:5]=[CH:4][CH:3]=1.